From a dataset of Forward reaction prediction with 1.9M reactions from USPTO patents (1976-2016). Predict the product of the given reaction. (1) The product is: [CH3:1][N:2]([CH3:16])[C:3]1([C:10]2[CH:15]=[CH:14][CH:13]=[CH:12][CH:11]=2)[CH2:8][CH2:7][CH:6]([NH:20][CH2:17][CH2:18][CH3:19])[CH2:5][CH2:4]1. Given the reactants [CH3:1][N:2]([CH3:16])[C:3]1([C:10]2[CH:15]=[CH:14][CH:13]=[CH:12][CH:11]=2)[CH2:8][CH2:7][C:6](=O)[CH2:5][CH2:4]1.[CH2:17]([NH2:20])[CH2:18][CH3:19].C(O[BH-](OC(=O)C)OC(=O)C)(=O)C.[Na+].[OH-].[Na+], predict the reaction product. (2) Given the reactants [NH2:1][C:2]1[CH:7]=[CH:6][CH:5]=[CH:4][CH:3]=1.[F:8][C:9]([F:19])([F:18])[C:10](=O)[CH2:11][C:12](OCC)=[O:13], predict the reaction product. The product is: [F:8][C:9]([F:19])([F:18])[C:10]1[CH:11]=[C:12]([OH:13])[C:7]2[C:2](=[CH:3][CH:4]=[CH:5][CH:6]=2)[N:1]=1. (3) Given the reactants [Cl:1][C:2]1[CH:7]=[CH:6][C:5]([C:8]2[CH:9]=[C:10]([CH3:19])[C:11]3[N:12]([C:14]([C:17]#[CH:18])=[CH:15][N:16]=3)[CH:13]=2)=[CH:4][CH:3]=1.[OH:20][CH2:21][C:22]([NH:25][S:26]([C:29]1[CH:30]=[N:31][CH:32]=[C:33](Br)[CH:34]=1)(=[O:28])=[O:27])([CH3:24])[CH3:23], predict the reaction product. The product is: [OH:20][CH2:21][C:22]([NH:25][S:26]([C:29]1[CH:30]=[N:31][CH:32]=[C:33]([C:18]#[C:17][C:14]2[N:12]3[CH:13]=[C:8]([C:5]4[CH:4]=[CH:3][C:2]([Cl:1])=[CH:7][CH:6]=4)[CH:9]=[C:10]([CH3:19])[C:11]3=[N:16][CH:15]=2)[CH:34]=1)(=[O:28])=[O:27])([CH3:24])[CH3:23]. (4) Given the reactants [Br:1][C:2]1[CH:3]=[CH:4][C:5]([N+:16]([O-])=O)=[C:6]([N:8]2[CH2:12][CH2:11][CH2:10][CH:9]2[C:13](O)=[O:14])[CH:7]=1.O.O.[Sn](Cl)Cl.[OH-].[Na+].CCOC(C)=O, predict the reaction product. The product is: [Br:1][C:2]1[CH:7]=[C:6]2[C:5]([NH:16][C:13](=[O:14])[CH:9]3[CH2:10][CH2:11][CH2:12][N:8]32)=[CH:4][CH:3]=1.